This data is from Forward reaction prediction with 1.9M reactions from USPTO patents (1976-2016). The task is: Predict the product of the given reaction. (1) Given the reactants [NH2:1][C:2]1[CH:3]=[C:4]([NH:9][C:10](=[O:16])[O:11][C:12](C)(C)C)[CH:5]=[CH:6][C:7]=1I.IC1C=C[C:21]([NH:24]C(=O)OC(C)(C)C)=CC=1[N+]([O-])=O.O.NN, predict the reaction product. The product is: [NH2:1][C:2]1[CH:7]=[CH:6][C:5]([C:21]#[N:24])=[C:4]([NH:9][C:10](=[O:16])[O:11][CH3:12])[CH:3]=1. (2) Given the reactants [Cl:1][C:2]1[CH:3]=[C:4]2[C:8](=[CH:9][CH:10]=1)[N:7]([CH3:11])[C:6]([C:12]([OH:14])=O)=[C:5]2[CH3:15].C[O:17][C:18](=[O:39])[CH2:19][CH2:20][C:21]1[CH:26]=[CH:25][C:24]([O:27][C:28]2[CH:33]=[C:32]([F:34])[CH:31]=[C:30]([CH:35]([NH2:37])[CH3:36])[CH:29]=2)=[CH:23][C:22]=1[CH3:38], predict the reaction product. The product is: [Cl:1][C:2]1[CH:3]=[C:4]2[C:8](=[CH:9][CH:10]=1)[N:7]([CH3:11])[C:6]([C:12]([NH:37][CH:35]([C:30]1[CH:29]=[C:28]([CH:33]=[C:32]([F:34])[CH:31]=1)[O:27][C:24]1[CH:25]=[CH:26][C:21]([CH2:20][CH2:19][C:18]([OH:39])=[O:17])=[C:22]([CH3:38])[CH:23]=1)[CH3:36])=[O:14])=[C:5]2[CH3:15]. (3) Given the reactants [N:1]([CH2:4][S:5]([N:8]1[CH2:13][CH2:12][O:11][CH2:10][CH2:9]1)(=[O:7])=[O:6])=[N+:2]=[N-:3].O=C1O[C@H]([C@H](CO)O)C([O-])=C1O.[Na+].[CH2:27]([O:29][CH:30]([O:33][CH2:34][CH3:35])[C:31]#[CH:32])[CH3:28].C(O)(C)(C)C, predict the reaction product. The product is: [CH2:27]([O:29][CH:30]([O:33][CH2:34][CH3:35])[C:31]1[N:3]=[N:2][N:1]([CH2:4][S:5]([N:8]2[CH2:13][CH2:12][O:11][CH2:10][CH2:9]2)(=[O:7])=[O:6])[CH:32]=1)[CH3:28]. (4) Given the reactants [F:1][C:2]1[CH:7]=[CH:6][C:5]([C:8]2[O:12][N:11]=[CH:10][C:9]=2[C:13]([OH:15])=O)=[CH:4][CH:3]=1.[CH2:16]([NH:18][CH2:19][CH3:20])[CH3:17], predict the reaction product. The product is: [CH2:16]([N:18]([CH2:19][CH3:20])[C:13]([C:9]1[CH:10]=[N:11][O:12][C:8]=1[C:5]1[CH:4]=[CH:3][C:2]([F:1])=[CH:7][CH:6]=1)=[O:15])[CH3:17].